This data is from Full USPTO retrosynthesis dataset with 1.9M reactions from patents (1976-2016). The task is: Predict the reactants needed to synthesize the given product. (1) Given the product [ClH:37].[CH2:1]([O:8][C:9]1[CH:10]=[CH:11][C:12]([NH:15][C:16]2[C:25]3[C:20](=[CH:21][C:22]([F:36])=[C:23]([C:26]4[O:27][C:28]([CH:31]=[O:32])=[CH:29][CH:30]=4)[CH:24]=3)[N:19]=[CH:18][N:17]=2)=[CH:13][CH:14]=1)[C:2]1[CH:7]=[CH:6][CH:5]=[CH:4][CH:3]=1, predict the reactants needed to synthesize it. The reactants are: [CH2:1]([O:8][C:9]1[CH:14]=[CH:13][C:12]([NH:15][C:16]2[C:25]3[C:20](=[CH:21][C:22]([F:36])=[C:23]([C:26]4[O:27][C:28]([CH:31]5OCC[O:32]5)=[CH:29][CH:30]=4)[CH:24]=3)[N:19]=[CH:18][N:17]=2)=[CH:11][CH:10]=1)[C:2]1[CH:7]=[CH:6][CH:5]=[CH:4][CH:3]=1.[ClH:37]. (2) Given the product [CH3:15][C:16]1[C:20]2[CH:21]=[C:22]3[NH:27][C:26](=[O:28])[CH2:25][C:23]3=[CH:24][C:19]=2[O:18][N:17]=1, predict the reactants needed to synthesize it. The reactants are: C1(CN2CCC(C[CH2:15][C:16]3[C:20]4[CH:21]=[C:22]5[NH:27][C:26](=[O:28])[CH2:25][C:23]5=[CH:24][C:19]=4[O:18][N:17]=3)CC2)C=CC=CC=1.N1C=CC=CC=1. (3) Given the product [F:2][C:3]1[C:4]2[NH:10][C:17]3[CH2:18][CH2:19][NH:14][CH2:15][C:16]=3[C:5]=2[CH:6]=[C:7]([F:9])[CH:8]=1, predict the reactants needed to synthesize it. The reactants are: Cl.[F:2][C:3]1[CH:8]=[C:7]([F:9])[CH:6]=[CH:5][C:4]=1[NH:10]N.O.Cl.[NH:14]1[CH2:19][CH2:18][C:17](=O)[CH2:16][CH2:15]1.Cl. (4) Given the product [F:41][C:5]1([F:4])[O:9][C:8]2[CH:10]=[CH:11][C:12]([C:14]3([C:17]([NH:19][C@H:20]4[C:29]5[C:24](=[CH:25][C:26]([OH:30])=[CH:27][CH:28]=5)[O:23][C@@H:22]([C:31]5[CH:32]=[C:33]([CH:38]=[CH:39][CH:40]=5)[C:34]([OH:36])=[O:35])[CH2:21]4)=[O:18])[CH2:16][CH2:15]3)=[CH:13][C:7]=2[O:6]1, predict the reactants needed to synthesize it. The reactants are: O.[OH-].[Li+].[F:4][C:5]1([F:41])[O:9][C:8]2[CH:10]=[CH:11][C:12]([C:14]3([C:17]([NH:19][C@H:20]4[C:29]5[C:24](=[CH:25][C:26]([OH:30])=[CH:27][CH:28]=5)[O:23][C@@H:22]([C:31]5[CH:32]=[C:33]([CH:38]=[CH:39][CH:40]=5)[C:34]([O:36]C)=[O:35])[CH2:21]4)=[O:18])[CH2:16][CH2:15]3)=[CH:13][C:7]=2[O:6]1. (5) Given the product [C:8]([S:16][C@H:17]1[CH2:21][CH2:20][N:19]([CH2:22][C:23](=[N:33][O:32][CH3:31])[C:25]2[CH:30]=[CH:29][CH:28]=[CH:27][CH:26]=2)[CH2:18]1)(=[O:15])[C:9]1[CH:14]=[CH:13][CH:12]=[CH:11][CH:10]=1, predict the reactants needed to synthesize it. The reactants are: FC(F)(F)C(O)=O.[C:8]([S:16][C@@H:17]1[CH2:21][CH2:20][N:19]([CH2:22][C:23]([C:25]2[CH:30]=[CH:29][CH:28]=[CH:27][CH:26]=2)=O)[CH2:18]1)(=[O:15])[C:9]1[CH:14]=[CH:13][CH:12]=[CH:11][CH:10]=1.[CH3:31][O:32][NH2:33].C([O-])(=O)C.[K+]. (6) Given the product [ClH:48].[C:1]([N:4]([C:6]1[CH:7]=[CH:8][C:9]([N:40]2[CH2:41][CH2:42][O:43][CH2:44][CH2:45]2)=[C:10]([CH:39]=1)[CH2:11][O:12][C:13]1[CH:14]=[CH:15][C:16]([C:19]2[N:23]([CH3:24])[C:22]3[CH:25]=[C:26]([C:28]([OH:30])=[O:29])[S:27][C:21]=3[C:20]=2[CH:33]2[CH2:38][CH2:37][CH2:36][CH2:35][CH2:34]2)=[CH:17][CH:18]=1)[CH3:5])(=[O:3])[CH3:2], predict the reactants needed to synthesize it. The reactants are: [C:1]([N:4]([C:6]1[CH:7]=[CH:8][C:9]([N:40]2[CH2:45][CH2:44][O:43][CH2:42][CH2:41]2)=[C:10]([CH:39]=1)[CH2:11][O:12][C:13]1[CH:18]=[CH:17][C:16]([C:19]2[N:23]([CH3:24])[C:22]3[CH:25]=[C:26]([C:28]([O:30]CC)=[O:29])[S:27][C:21]=3[C:20]=2[CH:33]2[CH2:38][CH2:37][CH2:36][CH2:35][CH2:34]2)=[CH:15][CH:14]=1)[CH3:5])(=[O:3])[CH3:2].[OH-].[Na+].[ClH:48].C(OCC)(=O)C. (7) Given the product [ClH:35].[C:1]([C:4]1[CH:5]=[CH:6][C:7]([C:10]2[N:15]=[C:14]([C:16]3[NH:25][C:24](=[O:26])[C:23]4[C:18](=[CH:19][C:20]([O:29][CH3:30])=[CH:21][C:22]=4[O:27][CH3:28])[N:17]=3)[CH:13]=[CH:12][C:11]=2[O:31][CH2:32][CH2:33][OH:34])=[CH:8][CH:9]=1)(=[O:3])[CH3:2], predict the reactants needed to synthesize it. The reactants are: [C:1]([C:4]1[CH:9]=[CH:8][C:7]([C:10]2[N:15]=[C:14]([C:16]3[NH:25][C:24](=[O:26])[C:23]4[C:18](=[CH:19][C:20]([O:29][CH3:30])=[CH:21][C:22]=4[O:27][CH3:28])[N:17]=3)[CH:13]=[CH:12][C:11]=2[O:31][CH2:32][CH2:33][OH:34])=[CH:6][CH:5]=1)(=[O:3])[CH3:2].[ClH:35].C(OCC)C. (8) Given the product [I:1][C:2]1[C:10]2[C:5](=[N:6][CH:7]=[CH:8][CH:9]=2)[N:4]([CH2:18][C:19]([O:21][CH2:22][CH3:23])=[O:20])[N:3]=1, predict the reactants needed to synthesize it. The reactants are: [I:1][C:2]1[C:10]2[C:5](=[N:6][CH:7]=[CH:8][CH:9]=2)[NH:4][N:3]=1.C(=O)([O-])[O-].[K+].[K+].Cl[CH2:18][C:19]([O:21][CH2:22][CH3:23])=[O:20]. (9) The reactants are: [CH2:1]([O:3][C:4](=[O:37])[CH:5]([N:20]([CH:34]1[CH2:36][CH2:35]1)[C:21](=O)[C:22]1[CH:27]=[CH:26][C:25]([O:28][C:29]([F:32])([F:31])[F:30])=[CH:24][CH:23]=1)[C:6]([C:8]1[N:9]=[N:10][N:11]([CH2:13][C:14]2[CH:19]=[CH:18][CH:17]=[CH:16][CH:15]=2)[CH:12]=1)=O)[CH3:2].FC(F)(F)C([O-])=O.[NH4+:45]. Given the product [CH2:1]([O:3][C:4]([C:5]1[N:20]([CH:34]2[CH2:35][CH2:36]2)[C:21]([C:22]2[CH:27]=[CH:26][C:25]([O:28][C:29]([F:30])([F:31])[F:32])=[CH:24][CH:23]=2)=[N:45][C:6]=1[C:8]1[N:9]=[N:10][N:11]([CH2:13][C:14]2[CH:15]=[CH:16][CH:17]=[CH:18][CH:19]=2)[CH:12]=1)=[O:37])[CH3:2], predict the reactants needed to synthesize it.